Dataset: Serine/threonine kinase 33 screen with 319,792 compounds. Task: Binary Classification. Given a drug SMILES string, predict its activity (active/inactive) in a high-throughput screening assay against a specified biological target. (1) The molecule is S(c1n(c2c(n(c(=O)[nH]c2=O)C)n1)C)CC. The result is 0 (inactive). (2) The drug is S(C(CC)C(O)=O)c1nn2c(nnc2cc1)c1cc(OC)c(OC)cc1. The result is 1 (active). (3) The drug is S=c1n(CCCOCC)c(=O)c2c([nH]1)cc(cc2)C(=O)NCCc1ccccc1. The result is 0 (inactive).